This data is from Reaction yield outcomes from USPTO patents with 853,638 reactions. The task is: Predict the reaction yield, written as a fraction of the theoretical maximum amount of product (1.0 means a 100% yield; for example, 0.34 means a 34% yield). (1) The reactants are [CH3:1][O:2][C:3](=[O:12])[C:4]1[CH:9]=[CH:8][C:7]([C:10]#[CH:11])=[CH:6][CH:5]=1.C(NC(C)C)(C)C.[CH3:20][CH2:21][CH2:22][CH2:23][CH3:24].N1(CC2C=CC(/C=C/C#CC3C=CC(C(O)=O)=CC=3)=CC=2)CCOCC1. The catalyst is C1COCC1.CCOC(C)=O.C1C=CC(P(C2C=CC=CC=2)[C-]2C=CC=C2)=CC=1.C1C=CC(P(C2C=CC=CC=2)[C-]2C=CC=C2)=CC=1.Cl[Pd]Cl.[Fe+2].[Cu]I. The product is [CH3:1][O:2][C:3](=[O:12])[C:4]1[CH:9]=[CH:8][C:7]([C:10]#[C:11]/[CH:20]=[CH:21]/[CH:22]2[CH2:24][CH2:23]2)=[CH:6][CH:5]=1. The yield is 0.400. (2) The reactants are C([Li])CCC.C(OP([CH2:14][C:15]1[C:24]2[C:19](=[CH:20][CH:21]=[C:22]([O:26][CH3:27])[C:23]=2[F:25])[N:18]=[CH:17][C:16]=1[Cl:28])(=O)OCC)C.[C:29]([O:33][C:34](=[O:45])[NH:35][C@@H:36]1[CH2:41][CH2:40][C@@H:39]([CH2:42][CH:43]=O)[O:38][CH2:37]1)([CH3:32])([CH3:31])[CH3:30].CCCCCC. The catalyst is O1CCCC1.C(OCC)(=O)C. The product is [C:29]([O:33][C:34](=[O:45])[NH:35][C@@H:36]1[CH2:41][CH2:40][C@@H:39]([CH2:42][CH:43]=[CH:14][C:15]2[C:24]3[C:19](=[CH:20][CH:21]=[C:22]([O:26][CH3:27])[C:23]=3[F:25])[N:18]=[CH:17][C:16]=2[Cl:28])[O:38][CH2:37]1)([CH3:32])([CH3:31])[CH3:30]. The yield is 0.800. (3) The reactants are [Cl:1][C:2]1[CH:3]=[C:4]([C:8]2[C:13]([O:14][CH3:15])=[CH:12][CH:11]=[C:10]([CH2:16]O)[C:9]=2[F:18])[CH:5]=[CH:6][CH:7]=1.C1C=CC(P(C2C=CC=CC=2)C2C=CC=CC=2)=CC=1.C1C(=O)N([Br:45])C(=O)C1. The catalyst is ClCCl. The product is [Br:45][CH2:16][C:10]1[C:9]([F:18])=[C:8]([C:4]2[CH:5]=[CH:6][CH:7]=[C:2]([Cl:1])[CH:3]=2)[C:13]([O:14][CH3:15])=[CH:12][CH:11]=1. The yield is 0.640. (4) The reactants are C(O[C:4]([C@H:6]1[C@@H:11]([N:12]([C:18](=[O:33])[CH2:19][C:20]2[NH:25][C:24]3[CH:26]=[CH:27][C:28]([I:30])=[CH:29][C:23]=3[S:22](=[O:32])(=[O:31])[N:21]=2)[CH2:13][CH2:14][CH:15]([CH3:17])[CH3:16])[C@H:10]2[CH2:34][C@@H:7]1[CH2:8][CH2:9]2)=[O:5])C.[O-]CC.[Na+].Cl. The catalyst is C(O)C. The product is [OH:5][C:4]1[C@H:6]2[C@H:11]([C@H:10]3[CH2:34][C@@H:7]2[CH2:8][CH2:9]3)[N:12]([CH2:13][CH2:14][CH:15]([CH3:17])[CH3:16])[C:18](=[O:33])[C:19]=1[C:20]1[NH:25][C:24]2[CH:26]=[CH:27][C:28]([I:30])=[CH:29][C:23]=2[S:22](=[O:32])(=[O:31])[N:21]=1. The yield is 0.403. (5) The reactants are [CH3:1][O:2][C:3]1[CH:4]=[C:5]2[C:10](=[CH:11][C:12]=1[O:13][CH3:14])[N:9]=[C:8]([S:15][CH3:16])[CH:7]=[C:6]2[O:17][C:18]1[CH:23]=[CH:22][C:21]([NH2:24])=[CH:20][C:19]=1[F:25].[F:26][C:27]1[CH:32]=[CH:31][C:30]([NH:33][C:34]([C:36]2([C:39](O)=[O:40])[CH2:38][CH2:37]2)=[O:35])=[CH:29][CH:28]=1.CN(C(ON1N=NC2C=CC=NC1=2)=[N+](C)C)C.F[P-](F)(F)(F)(F)F.O. The catalyst is CN(C=O)C. The product is [CH3:1][O:2][C:3]1[CH:4]=[C:5]2[C:10](=[CH:11][C:12]=1[O:13][CH3:14])[N:9]=[C:8]([S:15][CH3:16])[CH:7]=[C:6]2[O:17][C:18]1[CH:23]=[CH:22][C:21]([NH:24][C:39]([C:36]2([C:34]([NH:33][C:30]3[CH:31]=[CH:32][C:27]([F:26])=[CH:28][CH:29]=3)=[O:35])[CH2:38][CH2:37]2)=[O:40])=[CH:20][C:19]=1[F:25]. The yield is 0.110. (6) The reactants are [CH2:1]([NH2:4])[CH2:2][NH2:3].[CH3:5][N:6]([N:8]=[N:9][C:10]1[CH:14]=[CH:13][S:12][C:11]=1[C:15](OC)=[O:16])[CH3:7].O.[Cl-].[Na+]. The catalyst is C(O)C. The product is [NH2:3][CH2:2][CH2:1][NH:4][C:15]([C:11]1[S:12][CH:13]=[CH:14][C:10]=1[N:9]=[N:8][N:6]([CH3:7])[CH3:5])=[O:16]. The yield is 0.220. (7) The reactants are [Cl-].C([Al+]CC)C.Cl.[CH3:8][NH:9][O:10][CH3:11].[Br:12][C:13]1[S:17][C:16]2=[C:18]([C:21]([O:23]CC)=O)[N:19]=[CH:20][N:15]2[CH:14]=1.P([O-])([O-])([O-])=O. The catalyst is ClCCl. The product is [CH3:11][O:10][N:9]([CH3:8])[C:21]([C:18]1[N:19]=[CH:20][N:15]2[CH:14]=[C:13]([Br:12])[S:17][C:16]=12)=[O:23]. The yield is 0.920.